From a dataset of NCI-60 drug combinations with 297,098 pairs across 59 cell lines. Regression. Given two drug SMILES strings and cell line genomic features, predict the synergy score measuring deviation from expected non-interaction effect. (1) Drug 1: CN1CCC(CC1)COC2=C(C=C3C(=C2)N=CN=C3NC4=C(C=C(C=C4)Br)F)OC. Drug 2: CC1=C(C=C(C=C1)NC(=O)C2=CC=C(C=C2)CN3CCN(CC3)C)NC4=NC=CC(=N4)C5=CN=CC=C5. Cell line: HS 578T. Synergy scores: CSS=-0.261, Synergy_ZIP=8.57, Synergy_Bliss=5.88, Synergy_Loewe=-1.76, Synergy_HSA=-0.606. (2) Drug 1: CS(=O)(=O)C1=CC(=C(C=C1)C(=O)NC2=CC(=C(C=C2)Cl)C3=CC=CC=N3)Cl. Drug 2: C1CN1P(=S)(N2CC2)N3CC3. Cell line: MDA-MB-435. Synergy scores: CSS=-6.16, Synergy_ZIP=3.95, Synergy_Bliss=1.56, Synergy_Loewe=-6.85, Synergy_HSA=-6.16. (3) Drug 1: CCCS(=O)(=O)NC1=C(C(=C(C=C1)F)C(=O)C2=CNC3=C2C=C(C=N3)C4=CC=C(C=C4)Cl)F. Drug 2: CC1=C(C(CCC1)(C)C)C=CC(=CC=CC(=CC(=O)O)C)C. Cell line: MALME-3M. Synergy scores: CSS=54.9, Synergy_ZIP=-2.82, Synergy_Bliss=-3.69, Synergy_Loewe=1.44, Synergy_HSA=1.82. (4) Drug 1: CC1=C(C=C(C=C1)NC2=NC=CC(=N2)N(C)C3=CC4=NN(C(=C4C=C3)C)C)S(=O)(=O)N.Cl. Drug 2: C1C(C(OC1N2C=NC(=NC2=O)N)CO)O. Cell line: UO-31. Synergy scores: CSS=6.39, Synergy_ZIP=-1.93, Synergy_Bliss=0.985, Synergy_Loewe=2.13, Synergy_HSA=3.36. (5) Drug 1: COC1=CC(=CC(=C1O)OC)C2C3C(COC3=O)C(C4=CC5=C(C=C24)OCO5)OC6C(C(C7C(O6)COC(O7)C8=CC=CS8)O)O. Drug 2: C(CCl)NC(=O)N(CCCl)N=O. Cell line: T-47D. Synergy scores: CSS=35.8, Synergy_ZIP=-4.97, Synergy_Bliss=3.86, Synergy_Loewe=-44.5, Synergy_HSA=1.96. (6) Drug 1: CN(C)C1=NC(=NC(=N1)N(C)C)N(C)C. Drug 2: CCC1(CC2CC(C3=C(CCN(C2)C1)C4=CC=CC=C4N3)(C5=C(C=C6C(=C5)C78CCN9C7C(C=CC9)(C(C(C8N6C)(C(=O)OC)O)OC(=O)C)CC)OC)C(=O)OC)O.OS(=O)(=O)O. Cell line: PC-3. Synergy scores: CSS=33.0, Synergy_ZIP=-0.113, Synergy_Bliss=-3.48, Synergy_Loewe=-45.9, Synergy_HSA=-4.27. (7) Drug 1: CC1=C(C=C(C=C1)NC(=O)C2=CC=C(C=C2)CN3CCN(CC3)C)NC4=NC=CC(=N4)C5=CN=CC=C5. Drug 2: CCC1(C2=C(COC1=O)C(=O)N3CC4=CC5=C(C=CC(=C5CN(C)C)O)N=C4C3=C2)O.Cl. Cell line: SK-OV-3. Synergy scores: CSS=25.2, Synergy_ZIP=-5.20, Synergy_Bliss=-0.153, Synergy_Loewe=-18.7, Synergy_HSA=-1.46. (8) Drug 1: CC1=CC2C(CCC3(C2CCC3(C(=O)C)OC(=O)C)C)C4(C1=CC(=O)CC4)C. Drug 2: C1CCC(C(C1)N)N.C(=O)(C(=O)[O-])[O-].[Pt+4]. Cell line: SNB-75. Synergy scores: CSS=-4.05, Synergy_ZIP=0.994, Synergy_Bliss=-3.66, Synergy_Loewe=-19.0, Synergy_HSA=-8.92. (9) Drug 1: CNC(=O)C1=CC=CC=C1SC2=CC3=C(C=C2)C(=NN3)C=CC4=CC=CC=N4. Drug 2: CC1=C(C=C(C=C1)NC(=O)C2=CC=C(C=C2)CN3CCN(CC3)C)NC4=NC=CC(=N4)C5=CN=CC=C5. Cell line: NCI-H460. Synergy scores: CSS=1.26, Synergy_ZIP=12.0, Synergy_Bliss=10.6, Synergy_Loewe=4.50, Synergy_HSA=8.98.